Predict the reactants needed to synthesize the given product. From a dataset of Full USPTO retrosynthesis dataset with 1.9M reactions from patents (1976-2016). (1) Given the product [CH:31]12[NH:36][CH:34]([CH2:33][CH2:32]1)[CH2:35][N:29]([C:21]1[N:20]([CH:17]3[CH2:18][CH2:19][N:14]([C:7]4([C:1]5[CH:6]=[CH:5][CH:4]=[CH:3][CH:2]=5)[CH2:8][CH2:9][CH2:10][CH2:11][CH2:12][CH2:13]4)[CH2:15][CH2:16]3)[C:24]3[CH:25]=[CH:26][CH:27]=[CH:28][C:23]=3[N:22]=1)[CH2:30]2, predict the reactants needed to synthesize it. The reactants are: [C:1]1([C:7]2([N:14]3[CH2:19][CH2:18][CH:17]([N:20]4[C:24]5[CH:25]=[CH:26][CH:27]=[CH:28][C:23]=5[N:22]=[C:21]4[N:29]4[CH2:35][CH:34]5[N:36](C(OC(C)(C)C)=O)[CH:31]([CH2:32][CH2:33]5)[CH2:30]4)[CH2:16][CH2:15]3)[CH2:13][CH2:12][CH2:11][CH2:10][CH2:9][CH2:8]2)[CH:6]=[CH:5][CH:4]=[CH:3][CH:2]=1.FC(F)(F)C(O)=O. (2) Given the product [C:19]([O:22][C:23]([NH:3][CH2:4][C:5]1[CH:6]=[CH:7][CH:8]=[C:9]2[C:13]=1[N:12]([CH2:14][C:15]([OH:17])=[O:16])[CH:11]=[CH:10]2)=[O:24])([CH3:21])([CH3:20])[CH3:18], predict the reactants needed to synthesize it. The reactants are: [OH-].[Na+].[NH2:3][CH2:4][C:5]1[CH:6]=[CH:7][CH:8]=[C:9]2[C:13]=1[N:12]([CH2:14][C:15]([OH:17])=[O:16])[CH:11]=[CH:10]2.[CH3:18][C:19]([O:22][C:23](O[C:23]([O:22][C:19]([CH3:21])([CH3:20])[CH3:18])=[O:24])=[O:24])([CH3:21])[CH3:20]. (3) Given the product [S:10]1[C:11]2[CH:17]=[CH:16][CH:15]=[CH:14][C:12]=2[N:13]=[C:9]1[CH:8]([O:18][CH:19]1[CH2:24][CH2:23][N:22]([CH3:25])[CH2:21][CH2:20]1)[C:4]1[CH:3]=[C:2]([NH:43][CH2:36][C:37]2[CH:42]=[CH:41][CH:40]=[CH:39][CH:38]=2)[CH:7]=[CH:6][CH:5]=1, predict the reactants needed to synthesize it. The reactants are: I[C:2]1[CH:3]=[C:4]([CH:8]([O:18][CH:19]2[CH2:24][CH2:23][N:22]([CH3:25])[CH2:21][CH2:20]2)[C:9]2[S:10][C:11]3[CH:17]=[CH:16][CH:15]=[CH:14][C:12]=3[N:13]=2)[CH:5]=[CH:6][CH:7]=1.C(O)CO.C(=O)([O-])[O-].[K+].[K+].[CH2:36]([NH2:43])[C:37]1[CH:42]=[CH:41][CH:40]=[CH:39][CH:38]=1. (4) Given the product [F:31][C:5]1[CH:6]=[C:7]([CH:29]=[CH:30][C:4]=1[C:1](=[O:2])[NH:55][C@H:56]([CH3:59])[CH2:57][OH:58])[O:8][CH2:9][C:10]1[CH:15]=[CH:14][C:13]([CH:16]2[CH2:21][CH2:20][N:19]([C:22]([O:24][C:25]([CH3:26])([CH3:27])[CH3:28])=[O:23])[CH2:18][CH2:17]2)=[CH:12][N:11]=1, predict the reactants needed to synthesize it. The reactants are: [C:1]([C:4]1[CH:30]=[CH:29][C:7]([O:8][CH2:9][C:10]2[CH:15]=[CH:14][C:13]([CH:16]3[CH2:21][CH2:20][N:19]([C:22]([O:24][C:25]([CH3:28])([CH3:27])[CH3:26])=[O:23])[CH2:18][CH2:17]3)=[CH:12][N:11]=2)=[CH:6][C:5]=1[F:31])(O)=[O:2].O.ON1C2C=CC=CC=2N=N1.Cl.CN(C)CCCN=C=NCC.[NH2:55][C@@H:56]([CH3:59])[CH2:57][OH:58].C(=O)([O-])O.[Na+]. (5) Given the product [Br:23][C:4]1[N:3]=[C:2]([C:25]#[C:24][C:26]2[CH:31]=[CH:30][CH:29]=[CH:28][N:27]=2)[CH:7]=[C:6]([S:8][C:9]2[CH:21]=[CH:20][C:12]([O:13][CH2:14][C:15]([O:17][CH2:18][CH3:19])=[O:16])=[C:11]([CH3:22])[CH:10]=2)[CH:5]=1, predict the reactants needed to synthesize it. The reactants are: Br[C:2]1[CH:7]=[C:6]([S:8][C:9]2[CH:21]=[CH:20][C:12]([O:13][CH2:14][C:15]([O:17][CH2:18][CH3:19])=[O:16])=[C:11]([CH3:22])[CH:10]=2)[CH:5]=[C:4]([Br:23])[N:3]=1.[C:24]([C:26]1[CH:31]=[CH:30][CH:29]=[CH:28][N:27]=1)#[CH:25].C(P(C(C)(C)C)C(C)(C)C)(C)(C)C.C1CCCCC1.C(NC(C)C)(C)C. (6) The reactants are: [NH2:1][C:2]1[N:6]([C:7]2[C:15]([Cl:16])=[C:10]3[CH2:11][CH2:12][CH2:13][CH2:14][N:9]3[N:8]=2)[N:5]=[CH:4][C:3]=1[C:17]#[N:18].O.[C:20]1([CH3:30])[CH:25]=[CH:24][C:23](S(O)(=O)=O)=[CH:22][CH:21]=1.CC(C1CC1)=O.O. Given the product [Cl:16][C:15]1[C:7]([N:6]2[C:2]([NH:1][CH:24]([CH:23]3[CH2:22][CH2:21]3)[CH:25]3[CH2:20][CH2:30]3)=[C:3]([C:17]#[N:18])[CH:4]=[N:5]2)=[N:8][N:9]2[CH2:14][CH2:13][CH2:12][CH2:11][C:10]=12, predict the reactants needed to synthesize it. (7) Given the product [CH3:26][NH:27][C:4]([C@@H:6]1[O:10][C:9](=[O:11])[N:8]([C:12]2[CH:17]=[CH:16][C:15]([N:18]3[CH:23]=[CH:22][C:21](=[O:24])[CH2:20][CH2:19]3)=[C:14]([F:25])[CH:13]=2)[CH2:7]1)=[O:3], predict the reactants needed to synthesize it. The reactants are: C([O:3][C:4]([CH:6]1[O:10][C:9](=[O:11])[N:8]([C:12]2[CH:17]=[CH:16][C:15]([N:18]3[CH:23]=[CH:22][C:21](=[O:24])[CH2:20][CH2:19]3)=[C:14]([F:25])[CH:13]=2)[CH2:7]1)=O)C.[CH3:26][NH2:27]. (8) Given the product [CH3:23][O:24][C:25]1[N:15]([CH:13]2[CH2:14][N:11]([C:2]3[CH:3]=[CH:4][C:5]4[C:10](=[CH:9][CH:8]=[CH:7][CH:6]=4)[N:1]=3)[CH2:12]2)[C:16]2=[N:17][CH:18]=[CH:19][CH:20]=[C:21]2[N:22]=1, predict the reactants needed to synthesize it. The reactants are: [N:1]1[C:10]2[C:5](=[CH:6][CH:7]=[CH:8][CH:9]=2)[CH:4]=[CH:3][C:2]=1[N:11]1[CH2:14][CH:13]([NH:15][C:16]2[C:21]([NH2:22])=[CH:20][CH:19]=[CH:18][N:17]=2)[CH2:12]1.[CH3:23][O:24][C:25](OC)(OC)OC.C(O)(=O)CC. (9) Given the product [Cl:17][C:15]1[CH:14]=[CH:13][C:12]([OH:18])=[C:11]([C:7]2[N:6]=[C:5]([NH:4][CH2:3][C@H:2]([NH:1][CH:21]=[O:22])[CH2:19][CH3:20])[CH:10]=[CH:9][N:8]=2)[CH:16]=1, predict the reactants needed to synthesize it. The reactants are: [NH2:1][C@H:2]([CH2:19][CH3:20])[CH2:3][NH:4][C:5]1[CH:10]=[CH:9][N:8]=[C:7]([C:11]2[CH:16]=[C:15]([Cl:17])[CH:14]=[CH:13][C:12]=2[OH:18])[N:6]=1.[CH:21](OCC)=[O:22].